From a dataset of Catalyst prediction with 721,799 reactions and 888 catalyst types from USPTO. Predict which catalyst facilitates the given reaction. (1) Product: [F:1][C:2]1[CH:3]=[CH:4][C:5]([C:6]([NH:8][C:9]2[N:13]([C@H:14]3[CH2:19][CH2:18][C@@H:17]([C:20](=[O:25])[NH:21][CH:22]([CH3:24])[CH3:23])[CH2:16][CH2:15]3)[C:12]3[CH:26]=[C:27]([OH:30])[CH:28]=[CH:29][C:11]=3[N:10]=2)=[O:7])=[CH:40][CH:41]=1. Reactant: [F:1][C:2]1[CH:41]=[CH:40][C:5]([C:6]([NH:8][C:9]2[N:13]([C@H:14]3[CH2:19][CH2:18][C@@H:17]([C:20](=[O:25])[NH:21][CH:22]([CH3:24])[CH3:23])[CH2:16][CH2:15]3)[C:12]3[CH:26]=[C:27]([O:30]CC4C=CC(OC)=CC=4)[CH:28]=[CH:29][C:11]=3[N:10]=2)=[O:7])=[CH:4][CH:3]=1.C(O)(C(F)(F)F)=O. The catalyst class is: 2. (2) Reactant: C[O:2][CH:3](OC)[CH2:4][N:5]1[CH:13]=[C:12]2[C:7]([CH:8]=[C:9]([NH:14][C:15]([NH:17][C:18]3[CH:23]=[CH:22][C:21]([O:24][C:25]4[CH:30]=[CH:29][CH:28]=[CH:27][CH:26]=4)=[CH:20][CH:19]=3)=[O:16])[CH:10]=[CH:11]2)=[N:6]1.Cl. Product: [O:2]=[CH:3][CH2:4][N:5]1[CH:13]=[C:12]2[C:7]([CH:8]=[C:9]([NH:14][C:15]([NH:17][C:18]3[CH:23]=[CH:22][C:21]([O:24][C:25]4[CH:30]=[CH:29][CH:28]=[CH:27][CH:26]=4)=[CH:20][CH:19]=3)=[O:16])[CH:10]=[CH:11]2)=[N:6]1. The catalyst class is: 21. (3) Reactant: CS(C)=O.C(Cl)(=O)C(Cl)=O.C(=O)=O.CC(C)=O.[OH:18][CH2:19][C@@H:20]1[CH2:24][C:23]([CH3:25])=[CH:22][N:21]1[C:26]([C:28]1[CH:33]=[C:32]([O:34][CH3:35])[C:31]([O:36][Si:37]([CH:44]([CH3:46])[CH3:45])([CH:41]([CH3:43])[CH3:42])[CH:38]([CH3:40])[CH3:39])=[CH:30][C:29]=1[NH:47][C:48](=[O:54])[O:49][C:50]([CH3:53])([CH3:52])[CH3:51])=[O:27].C(N(CC)CC)C. Product: [OH:18][C@@H:19]1[N:47]([C:48]([O:49][C:50]([CH3:53])([CH3:52])[CH3:51])=[O:54])[C:29]2[CH:30]=[C:31]([O:36][Si:37]([CH:41]([CH3:42])[CH3:43])([CH:44]([CH3:45])[CH3:46])[CH:38]([CH3:39])[CH3:40])[C:32]([O:34][CH3:35])=[CH:33][C:28]=2[C:26](=[O:27])[N:21]2[CH:22]=[C:23]([CH3:25])[CH2:24][C@@H:20]12. The catalyst class is: 4. (4) Reactant: Cl.[NH2:2][CH2:3][CH2:4][C:5]1[CH:10]=[CH:9][C:8]([OH:11])=[CH:7][CH:6]=1.C(=O)(O)[O-].[Na+].[C:17](O[C:17]([O:19][C:20]([CH3:23])([CH3:22])[CH3:21])=[O:18])([O:19][C:20]([CH3:23])([CH3:22])[CH3:21])=[O:18]. Product: [C:20]([O:19][C:17](=[O:18])[NH:2][CH2:3][CH2:4][C:5]1[CH:10]=[CH:9][C:8]([OH:11])=[CH:7][CH:6]=1)([CH3:23])([CH3:22])[CH3:21]. The catalyst class is: 132. (5) Reactant: C(=O)(O)[O-].[K+].[F:6][C:7]1[CH:8]=[C:9]([N+:14]([O-:16])=[O:15])[CH:10]=[CH:11][C:12]=1F.[NH:17]1[CH:21]=[N:20][CH:19]=[N:18]1. Product: [F:6][C:7]1[CH:8]=[C:9]([N+:14]([O-:16])=[O:15])[CH:10]=[CH:11][C:12]=1[N:17]1[CH:21]=[N:20][CH:19]=[N:18]1. The catalyst class is: 3.